This data is from Forward reaction prediction with 1.9M reactions from USPTO patents (1976-2016). The task is: Predict the product of the given reaction. (1) Given the reactants [CH2:1]([NH2:8])[C:2]1[CH:7]=[CH:6][CH:5]=[CH:4][CH:3]=1.[F:9][C:10]1[CH:11]=[CH:12][C:13]([O:27][CH3:28])=[C:14]([C:16]([CH3:26])([CH3:25])[CH2:17][C:18]2([C:21]([F:24])([F:23])[F:22])[CH2:20][O:19]2)[CH:15]=1, predict the reaction product. The product is: [F:24][C:21]([F:22])([F:23])[C:18]([CH2:20][NH:8][CH2:1][C:2]1[CH:7]=[CH:6][CH:5]=[CH:4][CH:3]=1)([OH:19])[CH2:17][C:16]([C:14]1[CH:15]=[C:10]([F:9])[CH:11]=[CH:12][C:13]=1[O:27][CH3:28])([CH3:26])[CH3:25]. (2) The product is: [OH:26][C:21]1([CH2:20][CH2:19][NH:18][C:15]([C:4]2[C:3]3[C:7](=[CH:8][CH:9]=[CH:10][C:2]=3[Cl:1])[N:6]([CH2:11][CH2:12][O:13][CH3:14])[CH:5]=2)=[O:17])[CH2:25][CH2:24][CH2:23][CH2:22]1. Given the reactants [Cl:1][C:2]1[CH:10]=[CH:9][CH:8]=[C:7]2[C:3]=1[C:4]([C:15]([OH:17])=O)=[CH:5][N:6]2[CH2:11][CH2:12][O:13][CH3:14].[NH2:18][CH2:19][CH2:20][C:21]1([OH:26])[CH2:25][CH2:24][CH2:23][CH2:22]1.CCN(C(C)C)C(C)C.C(Cl)CCl.N1(O)C2C=CC=CC=2N=N1, predict the reaction product.